Dataset: Reaction yield outcomes from USPTO patents with 853,638 reactions. Task: Predict the reaction yield, written as a fraction of the theoretical maximum amount of product (1.0 means a 100% yield; for example, 0.34 means a 34% yield). (1) The reactants are [OH:1][C:2]1[CH:3]=[C:4]([CH2:9][C:10]([OH:12])=O)[CH:5]=[CH:6][C:7]=1[OH:8].CN(C(ON1N=NC2C=CC=NC1=2)=[N+](C)C)C.F[P-](F)(F)(F)(F)F.CCN(C(C)C)C(C)C.[NH2:46][CH2:47][CH2:48][NH:49][C:50](=[O:76])[CH2:51][C@@H:52]1[N:58]=[C:57]([C:59]2[CH:64]=[CH:63][C:62]([Cl:65])=[CH:61][CH:60]=2)[C:56]2[CH:66]=[C:67]([O:70][CH3:71])[CH:68]=[CH:69][C:55]=2[N:54]2[C:72]([CH3:75])=[N:73][N:74]=[C:53]12. The catalyst is C(Cl)Cl. The product is [Cl:65][C:62]1[CH:63]=[CH:64][C:59]([C:57]2[C:56]3[CH:66]=[C:67]([O:70][CH3:71])[CH:68]=[CH:69][C:55]=3[N:54]3[C:72]([CH3:75])=[N:73][N:74]=[C:53]3[C@H:52]([CH2:51][C:50]([NH:49][CH2:48][CH2:47][NH:46][C:10](=[O:12])[CH2:9][C:4]3[CH:5]=[CH:6][C:7]([OH:8])=[C:2]([OH:1])[CH:3]=3)=[O:76])[N:58]=2)=[CH:60][CH:61]=1. The yield is 0.125. (2) The reactants are [CH3:1][N:2]1[C:10]2[C:5](=[CH:6][CH:7]=[CH:8][CH:9]=2)[C:4]([C:11]([OH:13])=O)=[CH:3]1.[CH2:14]1[C@H:23]2[C@H:18]([CH2:19][CH2:20][C:21]3[CH:27]=[CH:26][CH:25]=[CH:24][C:22]=32)[NH:17][CH2:16][CH2:15]1.F[P-](F)(F)(F)(F)F.N1(OC(N(C)C)=[N+](C)C)C2N=CC=CC=2N=N1. No catalyst specified. The product is [CH2:14]1[C@H:23]2[C@H:18]([CH2:19][CH2:20][C:21]3[CH:27]=[CH:26][CH:25]=[CH:24][C:22]=32)[N:17]([C:11]([C:4]2[C:5]3[C:10](=[CH:9][CH:8]=[CH:7][CH:6]=3)[N:2]([CH3:1])[CH:3]=2)=[O:13])[CH2:16][CH2:15]1. The yield is 0.280.